This data is from Forward reaction prediction with 1.9M reactions from USPTO patents (1976-2016). The task is: Predict the product of the given reaction. (1) Given the reactants [CH:1]([N:4]([CH:10]([CH3:12])[CH3:11])[C:5](=[O:9])[O:6][CH2:7]Cl)([CH3:3])[CH3:2].[OH:13][C@@H:14]([C@H:16]1[C:36](=[O:37])[N:18]2[C:19]([C:33]([O-:35])=[O:34])=[C:20]([S:23]/[CH:24]=[CH:25]\[C:26]3[S:30][CH:29]=[N:28][C:27]=3[CH2:31][OH:32])[C@H:21]([CH3:22])[C@H:17]12)[CH3:15].[Na+], predict the reaction product. The product is: [OH:13][C@@H:14]([C@H:16]1[C:36](=[O:37])[N:18]2[C:19]([C:33]([O:35][CH2:7][O:6][C:5]([N:4]([CH:10]([CH3:12])[CH3:11])[CH:1]([CH3:3])[CH3:2])=[O:9])=[O:34])=[C:20]([S:23]/[CH:24]=[CH:25]\[C:26]3[S:30][CH:29]=[N:28][C:27]=3[CH2:31][OH:32])[C@H:21]([CH3:22])[C@H:17]12)[CH3:15]. (2) Given the reactants [C:1]([C:5]1[CH:10]=C(N2C(C(O)=O)=CC(C(OC)=O)=N2)C=C(C(C)(C)C)[N:6]=1)([CH3:4])([CH3:3])[CH3:2].[C:27]([C:31]1[CH:32]=[C:33]([N:38]2[C:42]([CH2:43][CH:44]3[CH2:49][CH2:48][CH2:47][CH2:46][CH2:45]3)=[C:41]([Cl:50])[C:40]([C:51]([NH2:53])=[O:52])=[N:39]2)C=C(C)C=1)([CH3:30])([CH3:29])[CH3:28], predict the reaction product. The product is: [Cl:50][C:41]1[C:40]([C:51]([NH2:53])=[O:52])=[N:39][N:38]([C:33]2[CH:32]=[C:31]([C:27]([CH3:29])([CH3:28])[CH3:30])[N:6]=[C:5]([C:1]([CH3:4])([CH3:3])[CH3:2])[CH:10]=2)[C:42]=1[CH2:43][CH:44]1[CH2:45][CH2:46][CH2:47][CH2:48][CH2:49]1.